From a dataset of Reaction yield outcomes from USPTO patents with 853,638 reactions. Predict the reaction yield, written as a fraction of the theoretical maximum amount of product (1.0 means a 100% yield; for example, 0.34 means a 34% yield). (1) The reactants are [CH3:1][O:2][C:3](=[O:18])[CH2:4][CH2:5][C:6]([C:9]1[CH:14]=[CH:13][CH:12]=[C:11]([O:15][CH3:16])[C:10]=1[F:17])([CH3:8])[CH3:7].C1(S(N2C(C3C=CC=CC=3)O2)(=O)=[O:26])C=CC=CC=1.[Cl-].[NH4+]. The catalyst is C1(C)C=CC=CC=1.O1CCCC1. The product is [CH3:1][O:2][C:3](=[O:18])[CH:4]([OH:26])[CH2:5][C:6]([C:9]1[CH:14]=[CH:13][CH:12]=[C:11]([O:15][CH3:16])[C:10]=1[F:17])([CH3:8])[CH3:7]. The yield is 0.583. (2) The reactants are [OH:1][C@@H:2]1[CH2:6][CH2:5][N:4]([C:7]2[CH:12]=[CH:11][C:10]([S:13]([NH:16][C:17]3[S:18][CH:19]=[CH:20][N:21]=3)(=[O:15])=[O:14])=[CH:9][CH:8]=2)[C:3]1=[O:22].CN(C=O)C.C(N(C(C)C)CC)(C)C.[F:37][C:38]1[CH:43]=[CH:42][C:41]([S:44](Cl)(=[O:46])=[O:45])=[CH:40][CH:39]=1. The catalyst is CO. The product is [F:37][C:38]1[CH:43]=[CH:42][C:41]([S:44]([N:16]([S:13]([C:10]2[CH:11]=[CH:12][C:7]([N:4]3[CH2:5][CH2:6][C@@H:2]([OH:1])[C:3]3=[O:22])=[CH:8][CH:9]=2)(=[O:14])=[O:15])[C:17]2[S:18][CH:19]=[CH:20][N:21]=2)(=[O:46])=[O:45])=[CH:40][CH:39]=1. The yield is 0.890. (3) The reactants are [Cl:1][C:2]1[CH:3]=[N:4][N:5]([CH3:42])[C:6]=1[C:7]1[CH:8]=[C:9]([C:15]([NH:17][C@@H:18]([CH2:31][C:32]2[CH:37]=[CH:36][CH:35]=[CH:34][C:33]=2[C:38]([F:41])([F:40])[F:39])[CH2:19][N:20]2C(=O)C3C(=CC=CC=3)C2=O)=[O:16])[S:10][C:11]=1[CH2:12][CH2:13][CH3:14].NN. The catalyst is O1CCCC1.CO. The product is [NH2:20][CH2:19][C@@H:18]([NH:17][C:15]([C:9]1[S:10][C:11]([CH2:12][CH2:13][CH3:14])=[C:7]([C:6]2[N:5]([CH3:42])[N:4]=[CH:3][C:2]=2[Cl:1])[CH:8]=1)=[O:16])[CH2:31][C:32]1[CH:37]=[CH:36][CH:35]=[CH:34][C:33]=1[C:38]([F:41])([F:40])[F:39]. The yield is 0.800. (4) The reactants are [Mg].Br[CH:3]1[CH2:6][CH2:5][CH2:4]1.[F:7][C:8]1[CH:15]=[CH:14][C:11]([CH:12]=[O:13])=[CH:10][CH:9]=1. The catalyst is BrC(Br)C.C1COCC1. The product is [CH:3]1([CH:12]([C:11]2[CH:14]=[CH:15][C:8]([F:7])=[CH:9][CH:10]=2)[OH:13])[CH2:6][CH2:5][CH2:4]1. The yield is 0.520. (5) The reactants are [NH2:1][C:2]1[CH:39]=[CH:38][C:5]([O:6][CH2:7][CH2:8][O:9][CH2:10][CH2:11][O:12][CH2:13][CH2:14][O:15][CH2:16][CH2:17][NH:18][C:19]2[CH:27]=[CH:26][CH:25]=[C:24]3[C:20]=2[C:21](=[O:37])[N:22]([CH:29]2[CH2:34][CH2:33][C:32](=[O:35])[NH:31][C:30]2=[O:36])[C:23]3=[O:28])=[CH:4][CH:3]=1.[Cl:40][C:41]1[CH:46]=[CH:45][C:44]([C:47]2[C:53]3[C:54]([CH3:58])=[C:55]([CH3:57])[S:56][C:52]=3[N:51]3[C:59]([CH3:62])=[N:60][N:61]=[C:50]3[C@H:49]([CH2:63][C:64](O)=[O:65])[N:48]=2)=[CH:43][CH:42]=1.C(N(C(C)C)C(C)C)C.F[P-](F)(F)(F)(F)F.N1(OC(N(C)C)=[N+](C)C)C2N=CC=CC=2N=N1. The catalyst is CN(C)C=O.O. The product is [Cl:40][C:41]1[CH:42]=[CH:43][C:44]([C:47]2[C:53]3[C:54]([CH3:58])=[C:55]([CH3:57])[S:56][C:52]=3[N:51]3[C:59]([CH3:62])=[N:60][N:61]=[C:50]3[C@H:49]([CH2:63][C:64]([NH:1][C:2]3[CH:3]=[CH:4][C:5]([O:6][CH2:7][CH2:8][O:9][CH2:10][CH2:11][O:12][CH2:13][CH2:14][O:15][CH2:16][CH2:17][NH:18][C:19]4[CH:27]=[CH:26][CH:25]=[C:24]5[C:20]=4[C:21](=[O:37])[N:22]([CH:29]4[CH2:34][CH2:33][C:32](=[O:35])[NH:31][C:30]4=[O:36])[C:23]5=[O:28])=[CH:38][CH:39]=3)=[O:65])[N:48]=2)=[CH:45][CH:46]=1. The yield is 0.520. (6) The reactants are Br[C:2]1[CH:7]=[CH:6][CH:5]=[CH:4][N:3]=1.C([Li])CCC.[NH:13]1[C:17]2[CH:18]=[CH:19][CH:20]=[CH:21][C:16]=2[NH:15][C:14]1=[C:22]([C:33]([C:35]1[CH:40]=[CH:39][CH:38]=[C:37]([F:41])[CH:36]=1)=[O:34])[C:23]([C:25]1[CH:26]=[C:27]([CH:30]=[CH:31][CH:32]=1)[CH:28]=[O:29])=[O:24].[Cl-:42].[NH4+]. The catalyst is C1COCC1. The product is [ClH:42].[NH:13]1[C:17]2[CH:18]=[CH:19][CH:20]=[CH:21][C:16]=2[NH:15][C:14]1=[C:22]([C:23]([C:25]1[CH:32]=[CH:31][CH:30]=[C:27]([CH:28]([OH:29])[C:2]2[CH:7]=[CH:6][CH:5]=[CH:4][N:3]=2)[CH:26]=1)=[O:24])[C:33]([C:35]1[CH:40]=[CH:39][CH:38]=[C:37]([F:41])[CH:36]=1)=[O:34]. The yield is 0.420. (7) The reactants are Br[C:2]1[CH:3]=[C:4]2[C:9](=[C:10]([F:12])[CH:11]=1)[N:8]=[CH:7][CH:6]=[CH:5]2.C(=O)([O-])[O-].[K+].[K+].[CH2:19](B([CH2:19][CH2:20][CH2:21][CH3:22])[CH2:19][CH2:20][CH2:21][CH3:22])[CH2:20][CH2:21][CH3:22]. The catalyst is CN(C=O)C.C1COCC1.O. The product is [CH2:19]([C:2]1[CH:3]=[C:4]2[C:9](=[C:10]([F:12])[CH:11]=1)[N:8]=[CH:7][CH:6]=[CH:5]2)[CH2:20][CH2:21][CH3:22]. The yield is 0.670. (8) The reactants are C([Si](C)(C)[O:6][CH2:7][CH2:8][O:9][C:10]1[CH:28]=[CH:27][C:13]([C:14]([C:16]2[CH:17]=[CH:18][C:19]([Cl:26])=[C:20]([S:22]([NH2:25])(=[O:24])=[O:23])[CH:21]=2)=[O:15])=[CH:12][CH:11]=1)(C)(C)C.[F-].C([N+](CCCC)(CCCC)CCCC)CCC. The catalyst is O1CCCC1.O. The product is [Cl:26][C:19]1[CH:18]=[CH:17][C:16]([C:14](=[O:15])[C:13]2[CH:12]=[CH:11][C:10]([O:9][CH2:8][CH2:7][OH:6])=[CH:28][CH:27]=2)=[CH:21][C:20]=1[S:22]([NH2:25])(=[O:24])=[O:23]. The yield is 1.00. (9) No catalyst specified. The product is [F:20][CH2:21][CH2:22][N:23]([C:2]1[CH:7]=[CH:6][N:5]2[CH:8]=[C:9]([C:11]3[CH:16]=[CH:15][C:14]([O:17][CH3:18])=[CH:13][CH:12]=3)[N:10]=[C:4]2[CH:3]=1)[CH3:24]. The yield is 0.200. The reactants are Br[C:2]1[CH:7]=[CH:6][N:5]2[CH:8]=[C:9]([C:11]3[CH:16]=[CH:15][C:14]([O:17][CH3:18])=[CH:13][CH:12]=3)[N:10]=[C:4]2[CH:3]=1.Cl.[F:20][CH2:21][CH2:22][NH:23][CH3:24]. (10) The catalyst is ClCCl.CN(C1C=CC=CN=1)C. The product is [Br:16][C:17]1[CH:22]=[CH:21][C:20]([NH:23][CH2:24][CH2:25][O:26][Si:12]([C:8]([CH3:11])([CH3:10])[CH3:9])([CH3:15])[CH3:14])=[CH:19][C:18]=1[CH3:27]. The yield is 0.980. The reactants are C(N(CC)CC)C.[C:8]([Si:12]([CH3:15])([CH3:14])Cl)([CH3:11])([CH3:10])[CH3:9].[Br:16][C:17]1[CH:22]=[CH:21][C:20]([NH:23][CH2:24][CH2:25][OH:26])=[CH:19][C:18]=1[CH3:27].